This data is from Peptide-MHC class II binding affinity with 134,281 pairs from IEDB. The task is: Regression. Given a peptide amino acid sequence and an MHC pseudo amino acid sequence, predict their binding affinity value. This is MHC class II binding data. The peptide sequence is LNHILWENNIKLTVV. The MHC is DRB1_1302 with pseudo-sequence DRB1_1302. The binding affinity (normalized) is 0.834.